Predict the reactants needed to synthesize the given product. From a dataset of Full USPTO retrosynthesis dataset with 1.9M reactions from patents (1976-2016). (1) Given the product [CH3:35][N:36]([CH3:37])[C:34]([C:2]1[CH:3]=[C:4]([O:22][CH2:23][C:24]2[CH:25]=[CH:26][CH:27]=[CH:28][CH:29]=2)[C:5]2[N:9]=[C:8]([CH3:10])[N:7]([S:11]([C:14]3[CH:15]=[CH:16][C:17]([CH3:20])=[CH:18][CH:19]=3)(=[O:13])=[O:12])[C:6]=2[CH:21]=1)=[O:30], predict the reactants needed to synthesize it. The reactants are: Br[C:2]1[CH:3]=[C:4]([O:22][CH2:23][C:24]2[CH:29]=[CH:28][CH:27]=[CH:26][CH:25]=2)[C:5]2[N:9]=[C:8]([CH3:10])[N:7]([S:11]([C:14]3[CH:19]=[CH:18][C:17]([CH3:20])=[CH:16][CH:15]=3)(=[O:13])=[O:12])[C:6]=2[CH:21]=1.[O:30]1[CH2:34]CCC1.[CH3:35][NH:36][CH3:37]. (2) Given the product [CH3:32][C:29]1[CH:30]=[C:23]([NH:22][C:12]2[N:11]=[C:10]([NH:9][C:5]3[C:6]([CH3:8])=[CH:7][C:2]([Br:1])=[CH:3][C:4]=3[CH3:21])[C:15]([N+:16]([O-:18])=[O:17])=[C:14]([CH3:19])[N:13]=2)[CH:24]=[CH:25][C:26]=1[C:27]#[N:28], predict the reactants needed to synthesize it. The reactants are: [Br:1][C:2]1[CH:7]=[C:6]([CH3:8])[C:5]([NH:9][C:10]2[C:15]([N+:16]([O-:18])=[O:17])=[C:14]([CH3:19])[N:13]=[C:12](Cl)[N:11]=2)=[C:4]([CH3:21])[CH:3]=1.[NH2:22][C:23]1[CH:30]=[CH:29][C:26]([C:27]#[N:28])=[CH:25][CH:24]=1.N1C=CC=C[CH:32]=1. (3) Given the product [ClH:74].[CH3:50][O:49][C:45]1[CH:44]=[C:43]([CH:40]2[CH2:39][N:38]3[CH:51]=[C:35]([C:33]([OH:34])=[O:32])[N:36]=[C:37]3[CH2:42][CH2:41]2)[CH:48]=[CH:47][CH:46]=1, predict the reactants needed to synthesize it. The reactants are: COC1C=C(OB(O)O)C=CC=1.[F-].[K+].C(OC(C1N=C2C=CC(Br)=CN2C=1)=O)C.C([O:32][C:33]([C:35]1[N:36]=[C:37]2[CH:42]=[CH:41][C:40]([C:43]3[CH:48]=[CH:47][CH:46]=[C:45]([O:49][CH3:50])[CH:44]=3)=[CH:39][N:38]2[CH:51]=1)=[O:34])C.[OH-].[Na+].COC1C=C(C2C=CC3N(C=C(C(O)=O)N=3)C=2)C=CC=1.[ClH:74]. (4) Given the product [Br:1][C:2]1[CH:10]=[CH:9][C:5]([C:6]([NH:16][S:13]([CH3:12])(=[O:15])=[O:14])=[O:7])=[CH:4][C:3]=1[CH3:11], predict the reactants needed to synthesize it. The reactants are: [Br:1][C:2]1[CH:10]=[CH:9][C:5]([C:6](O)=[O:7])=[CH:4][C:3]=1[CH3:11].[CH3:12][S:13]([NH2:16])(=[O:15])=[O:14].CCN=C=NCCCN(C)C.Cl. (5) Given the product [C:4]([CH2:3][N:2]([CH3:1])[C:18]([N:36]1[CH2:35][CH2:34][C:33]([C:31]2[CH:30]=[CH:29][C:28]([N:39]([CH3:50])[C:40]3[N:45]=[CH:44][C:43]4[N:46]=[CH:47][N:48]([CH3:49])[C:42]=4[CH:41]=3)=[C:27]([CH2:25][CH3:26])[CH:32]=2)=[CH:38][CH2:37]1)=[O:24])#[N:5], predict the reactants needed to synthesize it. The reactants are: [CH3:1][NH:2][CH2:3][C:4]#[N:5].C(N(CC)CC)C.ClC(O[C:18](=[O:24])OC(Cl)(Cl)Cl)(Cl)Cl.[CH2:25]([C:27]1[CH:32]=[C:31]([C:33]2[CH2:34][CH2:35][NH:36][CH2:37][CH:38]=2)[CH:30]=[CH:29][C:28]=1[N:39]([CH3:50])[C:40]1[N:45]=[CH:44][C:43]2[N:46]=[CH:47][N:48]([CH3:49])[C:42]=2[CH:41]=1)[CH3:26]. (6) Given the product [ClH:4].[F:8][C:9]1[CH:10]=[CH:11][CH:12]=[C:13]2[C:17]=1[NH:16][CH:15]=[C:14]2[CH2:18][CH2:19][NH:20][CH2:21][C:22]1[CH:27]=[CH:26][CH:25]=[C:24]([O:28][CH2:29][C:30]([F:35])([F:34])[CH:31]([F:33])[F:32])[CH:23]=1, predict the reactants needed to synthesize it. The reactants are: C([Cl:4])(=O)C.C(O)C.[F:8][C:9]1[CH:10]=[CH:11][CH:12]=[C:13]2[C:17]=1[NH:16][CH:15]=[C:14]2[CH2:18][CH2:19][NH:20][CH2:21][C:22]1[CH:27]=[CH:26][CH:25]=[C:24]([O:28][CH2:29][C:30]([F:35])([F:34])[CH:31]([F:33])[F:32])[CH:23]=1. (7) Given the product [CH2:16]([O:23][C:24]1[CH:29]=[CH:28][C:27]([C:2]2[N:3]3[C:7]([N:8]=[C:9]4[CH2:15][CH2:14][CH2:13][CH2:12][CH2:11][C:10]=24)=[CH:6][CH:5]=[N:4]3)=[CH:26][CH:25]=1)[C:17]1[CH:22]=[CH:21][CH:20]=[CH:19][CH:18]=1, predict the reactants needed to synthesize it. The reactants are: Cl[C:2]1[N:3]2[C:7]([N:8]=[C:9]3[CH2:15][CH2:14][CH2:13][CH2:12][CH2:11][C:10]=13)=[CH:6][CH:5]=[N:4]2.[CH2:16]([O:23][C:24]1[CH:29]=[CH:28][C:27](B(O)O)=[CH:26][CH:25]=1)[C:17]1[CH:22]=[CH:21][CH:20]=[CH:19][CH:18]=1.C([O-])([O-])=O.[Na+].[Na+].